This data is from Reaction yield outcomes from USPTO patents with 853,638 reactions. The task is: Predict the reaction yield, written as a fraction of the theoretical maximum amount of product (1.0 means a 100% yield; for example, 0.34 means a 34% yield). (1) The catalyst is [OH-].[Na+].CO. The reactants are [Cl:1][C:2]1[CH:10]=[C:9]2[C:5]([C:6]([C:11]([O:13]C)=[O:12])=[CH:7][NH:8]2)=[CH:4][C:3]=1[C:15]1[CH:20]=[CH:19][C:18]([C:21]2([CH2:25][OH:26])[CH2:24][CH2:23][CH2:22]2)=[C:17]([O:27][CH3:28])[CH:16]=1.Cl. The yield is 0.120. The product is [Cl:1][C:2]1[CH:10]=[C:9]2[C:5]([C:6]([C:11]([OH:13])=[O:12])=[CH:7][NH:8]2)=[CH:4][C:3]=1[C:15]1[CH:20]=[CH:19][C:18]([C:21]2([CH2:25][OH:26])[CH2:24][CH2:23][CH2:22]2)=[C:17]([O:27][CH3:28])[CH:16]=1. (2) The reactants are Cl[C:2]1[C:7]([C:8]#[N:9])=[C:6]([C:10]2[CH:15]=[CH:14][C:13]([O:16][CH2:17][CH2:18][OH:19])=[CH:12][CH:11]=2)[C:5]([C:20]#[N:21])=[C:4]([S:22][CH2:23][C:24]2[N:25]=[C:26]([C:29]3[CH:34]=[CH:33][C:32]([Cl:35])=[CH:31][CH:30]=3)[S:27][CH:28]=2)[N:3]=1.[F:36][C:37]([F:41])([F:40])[CH2:38][NH2:39]. The catalyst is O1CCCC1. The product is [Cl:35][C:32]1[CH:33]=[CH:34][C:29]([C:26]2[S:27][CH:28]=[C:24]([CH2:23][S:22][C:4]3[C:5]([C:20]#[N:21])=[C:6]([C:10]4[CH:11]=[CH:12][C:13]([O:16][CH2:17][CH2:18][OH:19])=[CH:14][CH:15]=4)[C:7]([C:8]#[N:9])=[C:2]([NH:39][CH2:38][C:37]([F:41])([F:40])[F:36])[N:3]=3)[N:25]=2)=[CH:30][CH:31]=1. The yield is 0.230.